From a dataset of Forward reaction prediction with 1.9M reactions from USPTO patents (1976-2016). Predict the product of the given reaction. (1) Given the reactants [C:1]([O:5][C:6]([N:8]1[CH2:13][CH2:12][O:11][C@@H:10]([C:14]2[CH:22]=[CH:21][C:17]([C:18](O)=[O:19])=[CH:16][CH:15]=2)[CH2:9]1)=[O:7])([CH3:4])([CH3:3])[CH3:2].Cl.C([N:26]=C=NCCCN(C)C)C.O.ON1C2C=CC=CC=2N=N1.C(N(CC)C(C)C)(C)C.[Cl-].[NH4+], predict the reaction product. The product is: [C:18]([C:17]1[CH:21]=[CH:22][C:14]([C@@H:10]2[O:11][CH2:12][CH2:13][N:8]([C:6]([O:5][C:1]([CH3:4])([CH3:3])[CH3:2])=[O:7])[CH2:9]2)=[CH:15][CH:16]=1)(=[O:19])[NH2:26]. (2) Given the reactants FC1C=C(C=C(C([NH:25][C:26]([C:28]2[N:29](C)[C:30]3[C:35]([C:36]=2[CH3:37])=[CH:34][C:33]([F:38])=[CH:32][CH:31]=3)=[O:27])C)C=1)OC1C=CC(OC(C)(C)C(O)=O)=C(C)C=1.C([O:42][C:43](=[O:63])[CH2:44][CH2:45][C:46]1[CH:51]=[CH:50][C:49]([O:52][C:53]2[CH:58]=[CH:57][CH:56]=[CH:55][C:54]=2[CH2:59][CH2:60]N)=[CH:48][C:47]=1[CH3:62])C, predict the reaction product. The product is: [F:38][C:33]1[CH:34]=[C:35]2[C:30](=[CH:31][CH:32]=1)[NH:29][C:28]([C:26]([NH:25][CH2:60][CH2:59][C:54]1[CH:55]=[CH:56][CH:57]=[CH:58][C:53]=1[O:52][C:49]1[CH:50]=[CH:51][C:46]([CH2:45][CH2:44][C:43]([OH:63])=[O:42])=[C:47]([CH3:62])[CH:48]=1)=[O:27])=[C:36]2[CH3:37]. (3) Given the reactants [CH3:1][O:2][N:3]([CH3:15])[C:4]([C:6]1[NH:7][C:8]2[C:13]([CH:14]=1)=[CH:12][CH:11]=[CH:10][CH:9]=2)=[O:5].[F:16][C:17]1[CH:18]=[C:19](B(O)O)[CH:20]=[CH:21][CH:22]=1.N1C=CC=CC=1, predict the reaction product. The product is: [F:16][C:17]1[CH:22]=[C:21]([N:7]2[C:8]3[C:13](=[CH:12][CH:11]=[CH:10][CH:9]=3)[CH:14]=[C:6]2[C:4]([N:3]([O:2][CH3:1])[CH3:15])=[O:5])[CH:20]=[CH:19][CH:18]=1.